This data is from NCI-60 drug combinations with 297,098 pairs across 59 cell lines. The task is: Regression. Given two drug SMILES strings and cell line genomic features, predict the synergy score measuring deviation from expected non-interaction effect. (1) Drug 1: C1=NNC2=C1C(=O)NC=N2. Drug 2: C1CCC(C(C1)N)N.C(=O)(C(=O)[O-])[O-].[Pt+4]. Cell line: HCT-15. Synergy scores: CSS=47.9, Synergy_ZIP=-3.90, Synergy_Bliss=-8.58, Synergy_Loewe=-33.2, Synergy_HSA=-6.75. (2) Drug 1: C1=CC=C(C=C1)NC(=O)CCCCCCC(=O)NO. Drug 2: CN(C(=O)NC(C=O)C(C(C(CO)O)O)O)N=O. Cell line: SR. Synergy scores: CSS=72.0, Synergy_ZIP=-0.909, Synergy_Bliss=-3.63, Synergy_Loewe=-25.6, Synergy_HSA=-1.75. (3) Drug 1: CC1CCC2CC(C(=CC=CC=CC(CC(C(=O)C(C(C(=CC(C(=O)CC(OC(=O)C3CCCCN3C(=O)C(=O)C1(O2)O)C(C)CC4CCC(C(C4)OC)O)C)C)O)OC)C)C)C)OC. Drug 2: C1CC(=O)NC(=O)C1N2C(=O)C3=CC=CC=C3C2=O. Cell line: SNB-19. Synergy scores: CSS=11.1, Synergy_ZIP=-5.19, Synergy_Bliss=1.95, Synergy_Loewe=-21.1, Synergy_HSA=0.349. (4) Drug 1: C1CCC(C1)C(CC#N)N2C=C(C=N2)C3=C4C=CNC4=NC=N3. Drug 2: C(CC(=O)O)C(=O)CN.Cl. Cell line: OVCAR-5. Synergy scores: CSS=3.98, Synergy_ZIP=-2.30, Synergy_Bliss=-4.28, Synergy_Loewe=-9.53, Synergy_HSA=-8.06.